From a dataset of NCI-60 drug combinations with 297,098 pairs across 59 cell lines. Regression. Given two drug SMILES strings and cell line genomic features, predict the synergy score measuring deviation from expected non-interaction effect. Drug 1: CN1C2=C(C=C(C=C2)N(CCCl)CCCl)N=C1CCCC(=O)O.Cl. Drug 2: C(CN)CNCCSP(=O)(O)O. Cell line: NCI-H322M. Synergy scores: CSS=1.17, Synergy_ZIP=-0.820, Synergy_Bliss=-2.13, Synergy_Loewe=0.836, Synergy_HSA=-2.74.